Dataset: NCI-60 drug combinations with 297,098 pairs across 59 cell lines. Task: Regression. Given two drug SMILES strings and cell line genomic features, predict the synergy score measuring deviation from expected non-interaction effect. (1) Drug 1: CNC(=O)C1=NC=CC(=C1)OC2=CC=C(C=C2)NC(=O)NC3=CC(=C(C=C3)Cl)C(F)(F)F. Drug 2: CC1C(C(CC(O1)OC2CC(CC3=C2C(=C4C(=C3O)C(=O)C5=C(C4=O)C(=CC=C5)OC)O)(C(=O)CO)O)N)O.Cl. Cell line: A498. Synergy scores: CSS=50.9, Synergy_ZIP=2.46, Synergy_Bliss=6.11, Synergy_Loewe=-11.6, Synergy_HSA=7.86. (2) Drug 1: C1=NC2=C(N=C(N=C2N1C3C(C(C(O3)CO)O)F)Cl)N. Drug 2: CC=C1C(=O)NC(C(=O)OC2CC(=O)NC(C(=O)NC(CSSCCC=C2)C(=O)N1)C(C)C)C(C)C. Cell line: DU-145. Synergy scores: CSS=22.5, Synergy_ZIP=-0.832, Synergy_Bliss=-5.04, Synergy_Loewe=-32.3, Synergy_HSA=-3.96.